From a dataset of Forward reaction prediction with 1.9M reactions from USPTO patents (1976-2016). Predict the product of the given reaction. (1) Given the reactants [CH3:1][C:2]1[N:6]2[C:7]3[CH:13]=[C:12]([CH3:14])[N:11]([S:15]([C:18]4[CH:23]=[CH:22][CH:21]=[CH:20][CH:19]=4)(=[O:17])=[O:16])[C:8]=3[CH:9]=[CH:10][C:5]2=[N:4][N:3]=1.[Br:24]N1C(=O)CCC1=O, predict the reaction product. The product is: [Br:24][C:10]1[C:5]2[N:6]([C:2]([CH3:1])=[N:3][N:4]=2)[C:7]2[CH:13]=[C:12]([CH3:14])[N:11]([S:15]([C:18]3[CH:23]=[CH:22][CH:21]=[CH:20][CH:19]=3)(=[O:17])=[O:16])[C:8]=2[CH:9]=1. (2) Given the reactants [C:1]([Si:5]([O:8][CH2:9][CH2:10][CH2:11][C:12]1[CH:17]=[CH:16][CH:15]=[CH:14][C:13]=1[F:18])([CH3:7])[CH3:6])([CH3:4])([CH3:3])[CH3:2].C([Li])(CC)C.CN(C)CCN(C)CCN(C)C.CN([CH:39]=[O:40])C, predict the reaction product. The product is: [Si:5]([O:8][CH2:9][CH2:10][CH2:11][C:12]1[C:13]([F:18])=[C:14]([CH:15]=[CH:16][CH:17]=1)[CH:39]=[O:40])([C:1]([CH3:4])([CH3:2])[CH3:3])([CH3:7])[CH3:6].